From a dataset of Catalyst prediction with 721,799 reactions and 888 catalyst types from USPTO. Predict which catalyst facilitates the given reaction. Reactant: C(OC([N:8]1[CH2:13][CH2:12][N:11]([CH2:14][CH2:15][C:16]2[C:25]([I:26])=[CH:24][C:19]3[C:20](=[O:23])[O:21][CH2:22][C:18]=3[CH:17]=2)[CH2:10][CH2:9]1)=O)(C)(C)C.[ClH:27].CC1C2COC(=O)C=2C=CC=1CCN1CCNCC1. Product: [ClH:27].[I:26][C:25]1[C:16]([CH2:15][CH2:14][N:11]2[CH2:12][CH2:13][NH:8][CH2:9][CH2:10]2)=[CH:17][C:18]2[CH2:22][O:21][C:20](=[O:23])[C:19]=2[CH:24]=1. The catalyst class is: 12.